From a dataset of Catalyst prediction with 721,799 reactions and 888 catalyst types from USPTO. Predict which catalyst facilitates the given reaction. (1) Reactant: [CH3:1][O:2][C:3]1[CH:4]=[C:5]([O:15][C:16]2[CH:21]=[CH:20][C:19]([S:22]([CH3:25])(=[O:24])=[O:23])=[CH:18][N:17]=2)[CH:6]=[C:7]2[C:11]=1[NH:10][C:9]([C:12](=[S:14])[NH2:13])=[CH:8]2.[C:26]([O:31][CH2:32][CH3:33])(=[O:30])[C:27]#[C:28][CH3:29].C(P(CCCC)CCCC)CCC.O1CCCC1. Product: [CH3:1][O:2][C:3]1[CH:4]=[C:5]([O:15][C:16]2[CH:21]=[CH:20][C:19]([S:22]([CH3:25])(=[O:24])=[O:23])=[CH:18][N:17]=2)[CH:6]=[C:7]2[C:11]=1[NH:10][C:9]([C:12]1[S:14][CH:28]([CH2:27][C:26]([O:31][CH2:32][CH3:33])=[O:30])[CH2:29][N:13]=1)=[CH:8]2. The catalyst class is: 11. (2) Reactant: [Cl:1][C:2]1[CH:3]=[C:4]([CH2:9][C:10]([N:12]2[CH:21]3[CH:16]([CH2:17][CH2:18][CH2:19][CH:20]3[N:22]3[CH2:26][CH2:25][CH2:24][CH2:23]3)[NH:15][CH2:14][CH2:13]2)=[O:11])[CH:5]=[CH:6][C:7]=1[Cl:8].[Cl-].[CH3:28][O:29][C:30](=[O:35])[CH2:31][C:32](O)=[O:33]. Product: [Cl:1][C:2]1[CH:3]=[C:4]([CH2:9][C:10]([N:12]2[CH:21]3[CH:16]([CH2:17][CH2:18][CH2:19][CH:20]3[N:22]3[CH2:26][CH2:25][CH2:24][CH2:23]3)[N:15]([C:32](=[O:33])[CH2:31][C:30]([O:29][CH3:28])=[O:35])[CH2:14][CH2:13]2)=[O:11])[CH:5]=[CH:6][C:7]=1[Cl:8]. The catalyst class is: 2. (3) Reactant: C([Li:5])CCC.CCCCCC.[Br:12][C:13]1[CH:18]=[CH:17][CH:16]=[C:15]([Br:19])[CH:14]=1.Cl[Si:21](Cl)([C:28]1[CH:33]=[CH:32][CH:31]=[CH:30][CH:29]=1)[C:22]1[CH:27]=[CH:26][CH:25]=[CH:24][CH:23]=1.[C:35]1([Li])[C:52]2[C:51]3[C:46](=[CH:47][CH:48]=[CH:49][CH:50]=3)[C:45]3[C:40](=[CH:41][CH:42]=[CH:43][CH:44]=3)[C:39]=2[CH:38]=[CH:37][CH:36]=1.Cl[SiH](Cl)C1C=CC=CC=1. Product: [Br:12][C:13]1[CH:14]=[C:15]([Li:5])[CH:16]=[CH:17][CH:18]=1.[Br:19][C:15]1[CH:14]=[C:13]([Si:21]([C:28]2[CH:29]=[CH:30][CH:31]=[CH:32][CH:33]=2)([C:22]2[CH:27]=[CH:26][CH:25]=[CH:24][CH:23]=2)[C:36]2[CH:37]=[CH:38][C:39]3[C:40]4[C:45](=[CH:44][CH:43]=[CH:42][CH:41]=4)[C:46]4[C:51](=[CH:50][CH:49]=[CH:48][CH:47]=4)[C:52]=3[CH:35]=2)[CH:18]=[CH:17][CH:16]=1. The catalyst class is: 28.